From a dataset of Full USPTO retrosynthesis dataset with 1.9M reactions from patents (1976-2016). Predict the reactants needed to synthesize the given product. Given the product [NH:1]1[C:9]2[C:4](=[CH:5][C:6]([CH2:10][NH2:11])=[CH:7][CH:8]=2)[CH:3]=[N:2]1, predict the reactants needed to synthesize it. The reactants are: [NH:1]1[C:9]2[C:4](=[CH:5][C:6]([C:10]#[N:11])=[CH:7][CH:8]=2)[CH:3]=[N:2]1.N.[H][H].